This data is from Catalyst prediction with 721,799 reactions and 888 catalyst types from USPTO. The task is: Predict which catalyst facilitates the given reaction. (1) Reactant: C[O:2][C:3](=[O:23])[C:4]1[CH:9]=[CH:8][C:7]([O:10][CH2:11][C:12]2[C:13]([CH2:19][CH2:20][CH2:21][CH3:22])=[N:14][O:15][C:16]=2[CH2:17][OH:18])=[N:6][CH:5]=1.[OH-].[Na+]. Product: [CH2:19]([C:13]1[C:12]([CH2:11][O:10][C:7]2[CH:8]=[CH:9][C:4]([C:3]([OH:23])=[O:2])=[CH:5][N:6]=2)=[C:16]([CH2:17][OH:18])[O:15][N:14]=1)[CH2:20][CH2:21][CH3:22]. The catalyst class is: 12. (2) Reactant: [C:1]([C:5]1[O:9][N:8]=[C:7]([C:10]2[CH:15]=[C:14](Cl)[C:13]([CH:17]3[CH2:19][CH2:18]3)=[CH:12][N:11]=2)[N:6]=1)([CH3:4])([CH3:3])[CH3:2].[F:20][C:21]([F:26])([F:25])[C@@H:22]([OH:24])[CH3:23].[H-].[Na+]. Product: [C:1]([C:5]1[O:9][N:8]=[C:7]([C:10]2[CH:15]=[C:14]([O:24][C@@H:22]([CH3:23])[C:21]([F:26])([F:25])[F:20])[C:13]([CH:17]3[CH2:19][CH2:18]3)=[CH:12][N:11]=2)[N:6]=1)([CH3:4])([CH3:3])[CH3:2]. The catalyst class is: 3. (3) Reactant: [N+:1]([C:4]1[CH:5]=[C:6]([CH:8]=[CH:9][CH:10]=1)[NH2:7])([O-:3])=[O:2].[C:11](O)(=[O:16])[CH2:12][CH2:13][CH:14]=[CH2:15].C1C=CC2N(O)N=NC=2C=1.C(Cl)CCl. Product: [N+:1]([C:4]1[CH:5]=[C:6]([NH:7][C:11](=[O:16])[CH2:12][CH2:13][CH:14]=[CH2:15])[CH:8]=[CH:9][CH:10]=1)([O-:3])=[O:2]. The catalyst class is: 2. (4) Reactant: [CH3:1][C@@H:2]([CH2:29][CH2:30][CH2:31][CH3:32])[CH2:3][C@H:4]([O:22]C1CCCCO1)/[CH:5]=[CH:6]/[C@H:7]1[CH2:11][CH2:10][C:9](=[O:12])[C@@H:8]1[CH2:13][CH2:14][CH2:15][CH2:16]/[CH:17]=[CH:18]/[C:19]([OH:21])=[O:20].C(O)(=O)C.O1CCCC1.O. Product: [OH:22][C@@H:4]([CH2:3][C@@H:2]([CH3:1])[CH2:29][CH2:30][CH2:31][CH3:32])/[CH:5]=[CH:6]/[C@H:7]1[CH2:11][CH2:10][C:9](=[O:12])[C@@H:8]1[CH2:13][CH2:14][CH2:15][CH2:16]/[CH:17]=[CH:18]/[C:19]([OH:21])=[O:20]. The catalyst class is: 13. (5) Reactant: [N:1]1([CH2:7][C:8]2[CH:9]=[C:10]([NH2:15])[C:11]([NH2:14])=[CH:12][CH:13]=2)[CH2:6][CH2:5][O:4][CH2:3][CH2:2]1.[CH3:16][O:17][C:18]1[CH:35]=[CH:34][C:21]([CH2:22][N:23]2[CH:27]=[C:26]([N+:28]([O-:30])=[O:29])[C:25]([C:31](O)=O)=[N:24]2)=[CH:20][CH:19]=1.C(Cl)CCl.C1C=CC2N(O)N=NC=2C=1. Product: [CH3:16][O:17][C:18]1[CH:19]=[CH:20][C:21]([CH2:22][N:23]2[CH:27]=[C:26]([N+:28]([O-:30])=[O:29])[C:25]([C:31]3[NH:14][C:11]4[CH:12]=[CH:13][C:8]([CH2:7][N:1]5[CH2:6][CH2:5][O:4][CH2:3][CH2:2]5)=[CH:9][C:10]=4[N:15]=3)=[N:24]2)=[CH:34][CH:35]=1. The catalyst class is: 3. (6) Reactant: [CH3:1][O:2][C:3]1[CH:8]=[CH:7][C:6]([C@@H:9]([NH:11][C@@H:12]2[C:17]3=[N:18][CH:19]=[CH:20][CH:21]=[C:16]3[O:15][CH2:14][CH2:13]2)[CH3:10])=[CH:5][CH:4]=1.C=O.[C:24](O)(=O)C.C(O[BH-](OC(=O)C)OC(=O)C)(=O)C.[Na+]. Product: [CH3:24][N:11]([C@H:9]([C:6]1[CH:7]=[CH:8][C:3]([O:2][CH3:1])=[CH:4][CH:5]=1)[CH3:10])[C@@H:12]1[C:17]2=[N:18][CH:19]=[CH:20][CH:21]=[C:16]2[O:15][CH2:14][CH2:13]1. The catalyst class is: 417. (7) The catalyst class is: 54. Reactant: [CH:1]1([C:4]2[C:5]([O:18][CH2:19][CH:20]3[CH2:25][CH2:24][NH:23][CH2:22][CH2:21]3)=[CH:6][C:7]([F:17])=[C:8]([CH:16]=2)[C:9]([O:11]C(C)(C)C)=[O:10])[CH2:3][CH2:2]1.C(N(CC)CC)C.[Br:33][C:34]1[C:39]([Cl:40])=[CH:38][C:37]([S:41](Cl)(=[O:43])=[O:42])=[C:36]([F:45])[CH:35]=1. Product: [Br:33][C:34]1[C:39]([Cl:40])=[CH:38][C:37]([S:41]([N:23]2[CH2:24][CH2:25][CH:20]([CH2:19][O:18][C:5]3[C:4]([CH:1]4[CH2:2][CH2:3]4)=[CH:16][C:8]([C:9]([OH:11])=[O:10])=[C:7]([F:17])[CH:6]=3)[CH2:21][CH2:22]2)(=[O:42])=[O:43])=[C:36]([F:45])[CH:35]=1. (8) Reactant: [CH3:1][C:2]1[CH:7]=[CH:6][C:5]([S:8]([O:11][CH2:12][CH2:13][O:14][CH2:15][CH2:16][O:17][CH2:18][CH2:19][O:20][CH2:21][CH2:22][O:23][CH2:24][CH2:25][O:26][CH2:27][CH2:28][OH:29])(=[O:10])=[O:9])=[CH:4][CH:3]=1.[C:44]1(C)[CH:45]=[CH:46]C(S([O-])(=[O:37])=[O:37])=[CH:42][CH:43]=1.[NH+]1[CH:46]=[CH:45][CH:44]=[CH:43][CH:42]=1. Product: [CH3:1][C:2]1[CH:3]=[CH:4][C:5]([S:8]([O:11][CH2:12][CH2:13][O:14][CH2:15][CH2:16][O:17][CH2:18][CH2:19][O:20][CH2:21][CH2:22][O:23][CH2:24][CH2:25][O:26][CH2:27][CH2:28][O:29][CH:46]2[CH2:45][CH2:44][CH2:43][CH2:42][O:37]2)(=[O:9])=[O:10])=[CH:6][CH:7]=1. The catalyst class is: 2. (9) Reactant: [NH2:1][C:2]1[C:3]([C:8]([O:10][CH3:11])=[O:9])=[N:4][CH:5]=[CH:6][N:7]=1.[Cl:12][C:13]1[CH:21]=[CH:20][C:16]([C:17](Cl)=[O:18])=[CH:15][CH:14]=1.C(OCC)C. Product: [Cl:12][C:13]1[CH:21]=[CH:20][C:16]([C:17]([NH:1][C:2]2[C:3]([C:8]([O:10][CH3:11])=[O:9])=[N:4][CH:5]=[CH:6][N:7]=2)=[O:18])=[CH:15][CH:14]=1. The catalyst class is: 10.